This data is from Forward reaction prediction with 1.9M reactions from USPTO patents (1976-2016). The task is: Predict the product of the given reaction. (1) Given the reactants [OH:1][C:2]1([C:14]2[CH:23]=[CH:22][C:17]([O:18][CH2:19][C:20]#[N:21])=[CH:16][CH:15]=2)[CH2:6][CH2:5][CH2:4][CH:3]1[NH:7][S:8]([CH:11]([CH3:13])[CH3:12])(=[O:10])=[O:9].C1COCC1.CO, predict the reaction product. The product is: [NH2:21][CH2:20][CH2:19][O:18][C:17]1[CH:22]=[CH:23][C:14]([C:2]2([OH:1])[CH2:6][CH2:5][CH2:4][CH:3]2[NH:7][S:8]([CH:11]([CH3:12])[CH3:13])(=[O:10])=[O:9])=[CH:15][CH:16]=1. (2) Given the reactants [CH3:1][C:2]1[CH2:6][CH2:5][C:4]([CH3:8])([CH3:7])[C:3]=1[CH2:9][OH:10].[F:11][C:12]1[CH:13]=[C:14](O)[CH:15]=[CH:16][CH:17]=1.C1(P(C2C=CC=CC=2)C2C=CC=CC=2)C=CC=CC=1.N(C(OCC)=O)=NC(OCC)=O, predict the reaction product. The product is: [F:11][C:12]1[CH:13]=[CH:14][CH:15]=[C:16]([O:10][CH2:9][C:3]2[C:4]([CH3:8])([CH3:7])[CH2:5][CH2:6][C:2]=2[CH3:1])[CH:17]=1. (3) Given the reactants [Cl:1][C:2]1[CH:7]=[CH:6][N:5]=[C:4]([O:8][CH3:9])[CH:3]=1.[Cl:10]N1C(=O)CCC1=O.O, predict the reaction product. The product is: [Cl:1][C:2]1[C:7]([Cl:10])=[CH:6][N:5]=[C:4]([O:8][CH3:9])[CH:3]=1. (4) Given the reactants C([N:8]1[CH2:13][CH2:12][CH:11]([O:14][CH2:15][CH2:16][CH2:17][CH2:18][CH2:19][CH2:20][O:21][Si:22]([C:25]([CH3:28])([CH3:27])[CH3:26])([CH3:24])[CH3:23])[CH2:10][CH2:9]1)C1C=CC=CC=1.[H][H], predict the reaction product. The product is: [Si:22]([O:21][CH2:20][CH2:19][CH2:18][CH2:17][CH2:16][CH2:15][O:14][CH:11]1[CH2:12][CH2:13][NH:8][CH2:9][CH2:10]1)([C:25]([CH3:28])([CH3:27])[CH3:26])([CH3:24])[CH3:23].